From a dataset of Peptide-MHC class II binding affinity with 134,281 pairs from IEDB. Regression. Given a peptide amino acid sequence and an MHC pseudo amino acid sequence, predict their binding affinity value. This is MHC class II binding data. (1) The peptide sequence is RLKGVTCRPLKHKVE. The MHC is DRB1_0901 with pseudo-sequence DRB1_0901. The binding affinity (normalized) is 0.311. (2) The binding affinity (normalized) is 0.482. The peptide sequence is EKKTFAATQFEPLAA. The MHC is DRB1_0101 with pseudo-sequence DRB1_0101. (3) The peptide sequence is LPPIVAKEIVASCDKC. The MHC is DRB1_0301 with pseudo-sequence DRB1_0301. The binding affinity (normalized) is 0.112. (4) The peptide sequence is ATTANVPPADKYKTF. The MHC is HLA-DPA10201-DPB10501 with pseudo-sequence HLA-DPA10201-DPB10501. The binding affinity (normalized) is 0. (5) The peptide sequence is QKLIEDINASFRAAM. The MHC is DRB1_1302 with pseudo-sequence DRB1_1302. The binding affinity (normalized) is 0.980. (6) The peptide sequence is EWEFVNTPPLVKLWY. The MHC is HLA-DQA10101-DQB10501 with pseudo-sequence HLA-DQA10101-DQB10501. The binding affinity (normalized) is 0.185.